From a dataset of Full USPTO retrosynthesis dataset with 1.9M reactions from patents (1976-2016). Predict the reactants needed to synthesize the given product. (1) Given the product [Br:1][C:2]1[CH:7]=[C:6]([O:14][C:21]([CH3:22])([CH3:25])[CH3:16])[CH:5]=[C:4]([Br:8])[CH:3]=1, predict the reactants needed to synthesize it. The reactants are: [Br:1][C:2]1(B(O)O)[CH:7]=[CH:6][CH:5]=[C:4]([Br:8])[CH2:3]1.OO.[OH-:14].[Na+].[C:16]([O-])(O)=O.[Na+].[CH2:21]1[CH2:25]OC[CH2:22]1. (2) Given the product [ClH:1].[Cl:1][C:2]1[CH:3]=[CH:4][C:5]([CH:8]2[CH:12]([C:13]3[CH:18]=[CH:17][C:16]([Cl:19])=[CH:15][CH:14]=3)[N:11]([C:20]([N:22]3[CH2:27][CH2:26][N:25]([CH2:28][CH2:29][OH:30])[CH2:24][CH2:23]3)=[O:21])[C:10]([C:31]3[CH:36]=[CH:35][C:34]([O:37][CH3:38])=[CH:33][C:32]=3[O:39][CH:40]([CH3:42])[CH3:41])=[N:9]2)=[CH:6][CH:7]=1, predict the reactants needed to synthesize it. The reactants are: [Cl:1][C:2]1[CH:7]=[CH:6][C:5]([CH:8]2[CH:12]([C:13]3[CH:18]=[CH:17][C:16]([Cl:19])=[CH:15][CH:14]=3)[N:11]([C:20]([N:22]3[CH2:27][CH2:26][N:25]([CH2:28][CH2:29][OH:30])[CH2:24][CH2:23]3)=[O:21])[C:10]([C:31]3[CH:36]=[CH:35][C:34]([O:37][CH3:38])=[CH:33][C:32]=3[O:39][CH:40]([CH3:42])[CH3:41])=[N:9]2)=[CH:4][CH:3]=1.